This data is from Catalyst prediction with 721,799 reactions and 888 catalyst types from USPTO. The task is: Predict which catalyst facilitates the given reaction. Reactant: [F:1][C:2]1[CH:7]=[CH:6][C:5]([C:8](=O)[CH2:9][C:10](=O)[CH3:11])=[CH:4][CH:3]=1.Cl.[CH2:15]([O:22][CH2:23][CH:24]([OH:28])[CH2:25][NH:26][NH2:27])[C:16]1[CH:21]=[CH:20][CH:19]=[CH:18][CH:17]=1. Product: [CH2:15]([O:22][CH2:23][CH:24]([OH:28])[CH2:25][N:26]1[C:8]([C:5]2[CH:6]=[CH:7][C:2]([F:1])=[CH:3][CH:4]=2)=[CH:9][C:10]([CH3:11])=[N:27]1)[C:16]1[CH:21]=[CH:20][CH:19]=[CH:18][CH:17]=1. The catalyst class is: 5.